Dataset: Peptide-MHC class I binding affinity with 185,985 pairs from IEDB/IMGT. Task: Regression. Given a peptide amino acid sequence and an MHC pseudo amino acid sequence, predict their binding affinity value. This is MHC class I binding data. (1) The peptide sequence is VKSDNKLDDV. The MHC is H-2-Db with pseudo-sequence H-2-Db. The binding affinity (normalized) is 0. (2) The MHC is H-2-Kb with pseudo-sequence H-2-Kb. The binding affinity (normalized) is 0.235. The peptide sequence is TYQRTRALV. (3) The peptide sequence is KVLAARLKR. The MHC is HLA-A68:01 with pseudo-sequence HLA-A68:01. The binding affinity (normalized) is 0.833. (4) The peptide sequence is DHLVSQGIRQV. The MHC is Mamu-A07 with pseudo-sequence Mamu-A07. The binding affinity (normalized) is 0. (5) The peptide sequence is DPMVIENGI. The MHC is HLA-B53:01 with pseudo-sequence HLA-B53:01. The binding affinity (normalized) is 0.237.